From a dataset of Catalyst prediction with 721,799 reactions and 888 catalyst types from USPTO. Predict which catalyst facilitates the given reaction. Product: [Cl:18][C:15]1[CH:16]=[CH:17][C:12]([S:9]([N:8]([C:7]2[C:2]([C:35](=[O:36])[C:34]3[CH:41]=[CH:42][CH:43]=[C:44]([CH3:45])[C:33]=3[Cl:32])=[N:3][CH:4]=[C:5]([Cl:26])[CH:6]=2)[CH2:23][O:24][CH3:25])(=[O:11])=[O:10])=[CH:13][C:14]=1[C:19]([F:22])([F:21])[F:20]. The catalyst class is: 1. Reactant: Br[C:2]1[C:7]([N:8]([CH2:23][O:24][CH3:25])[S:9]([C:12]2[CH:17]=[CH:16][C:15]([Cl:18])=[C:14]([C:19]([F:22])([F:21])[F:20])[CH:13]=2)(=[O:11])=[O:10])=[CH:6][C:5]([Cl:26])=[CH:4][N:3]=1.C([Mg]Cl)(C)C.[Cl:32][C:33]1[C:44]([CH3:45])=[CH:43][CH:42]=[CH:41][C:34]=1[C:35](N(OC)C)=[O:36].